The task is: Predict the reactants needed to synthesize the given product.. This data is from Full USPTO retrosynthesis dataset with 1.9M reactions from patents (1976-2016). (1) Given the product [C:1]([NH:4][C:5]1[N:10]=[CH:9][C:8]([NH:11][C:12]([N:30]2[CH2:31][CH2:32][N:27]([C:25]3[S:26][C:22]([CH2:20][CH3:21])=[C:23]([C:33]4[CH:38]=[CH:37][CH:36]=[CH:35][CH:34]=4)[N:24]=3)[CH2:28][CH2:29]2)=[O:19])=[CH:7][CH:6]=1)(=[O:3])[CH3:2], predict the reactants needed to synthesize it. The reactants are: [C:1]([NH:4][C:5]1[N:10]=[CH:9][C:8]([NH:11][C:12](=[O:19])OCC(Cl)(Cl)Cl)=[CH:7][CH:6]=1)(=[O:3])[CH3:2].[CH2:20]([C:22]1[S:26][C:25]([N:27]2[CH2:32][CH2:31][NH:30][CH2:29][CH2:28]2)=[N:24][C:23]=1[C:33]1[CH:38]=[CH:37][CH:36]=[CH:35][CH:34]=1)[CH3:21].C(N(C(C)C)CC)(C)C.O. (2) Given the product [C:25]([C@@H:28]([C@H:30]([C:32]([OH:34])=[O:33])[OH:31])[OH:29])([OH:27])=[O:26].[CH3:25][CH:28]([N:1]([CH2:2][C@@H:3]1[CH2:7][CH2:6][NH:5][CH2:4]1)[CH2:19][C:18]1[CH:17]=[C:16]([Cl:15])[CH:23]=[C:22]([Cl:24])[CH:21]=1)[CH3:30], predict the reactants needed to synthesize it. The reactants are: [NH2:1][CH2:2][C@@H:3]1[CH2:7][CH2:6][N:5](C(OC(C)(C)C)=O)[CH2:4]1.[Cl:15][C:16]1[CH:17]=[C:18]([CH:21]=[C:22]([Cl:24])[CH:23]=1)[CH:19]=O.[C:25]([C@@H:28]([C@H:30]([C:32]([O-:34])=[O:33])[OH:31])[OH:29])([O-:27])=[O:26]. (3) Given the product [CH3:11][C:10]1[CH2:9][CH:8]([CH:13]2[CH2:18][CH2:17][N:16]([C:19]([O:21][CH2:22][C:23]3[CH:28]=[CH:27][CH:26]=[CH:25][CH:24]=3)=[O:20])[CH2:15][CH2:14]2)[C:6](=[O:5])[NH:1][N:2]=1, predict the reactants needed to synthesize it. The reactants are: [NH2:1][NH2:2].C([O:5][C:6]([CH:8]([CH:13]1[CH2:18][CH2:17][N:16]([C:19]([O:21][CH2:22][C:23]2[CH:28]=[CH:27][CH:26]=[CH:25][CH:24]=2)=[O:20])[CH2:15][CH2:14]1)[CH2:9][C:10](=O)[CH3:11])=O)C. (4) Given the product [Cl:8][C:6]1[CH:5]=[C:4]([OH:9])[CH:3]=[C:2]([NH:1][NH2:10])[CH:7]=1, predict the reactants needed to synthesize it. The reactants are: [NH2:1][C:2]1[CH:3]=[C:4]([OH:9])[CH:5]=[C:6]([Cl:8])[CH:7]=1.[N:10]([O-])=O.[Na+].[Sn](Cl)Cl.C(=O)([O-])O.[Na+]. (5) Given the product [OH:1][C:2]1[CH:11]=[CH:10][C:9]([C:12]2[N:16]=[C:15]([C:17]3[CH:22]=[CH:21][C:20]([C:23]4[C:27]([CH3:28])=[CH:26][S:25][CH:24]=4)=[C:19]([CH3:29])[CH:18]=3)[O:14][N:13]=2)=[CH:8][C:3]=1[C:4]([OH:6])=[O:5], predict the reactants needed to synthesize it. The reactants are: [OH:1][C:2]1[CH:11]=[CH:10][C:9]([C:12]2[N:16]=[C:15]([C:17]3[CH:22]=[CH:21][C:20]([C:23]4[C:27]([CH3:28])=[CH:26][S:25][CH:24]=4)=[C:19]([CH3:29])[CH:18]=3)[O:14][N:13]=2)=[CH:8][C:3]=1[C:4]([O:6]C)=[O:5].[OH-].[Na+]. (6) Given the product [C:14]([O:13][C:12]([N:9]([CH2:2][C:3]([OH:5])=[O:4])[CH2:6][CH2:7][CH3:8])=[O:18])([CH3:17])([CH3:16])[CH3:15], predict the reactants needed to synthesize it. The reactants are: Br[CH2:2][C:3]([OH:5])=[O:4].[CH2:6]([NH2:9])[CH2:7][CH3:8].[OH-].[Na+].[C:12](=O)([O:18]C(C)(C)C)[O:13][C:14]([CH3:17])([CH3:16])[CH3:15].O.C(O)(=O)CC(CC(O)=O)(C(O)=O)O. (7) Given the product [CH3:12][C:11]([P:8]([OH:7])([OH:9])=[O:10])([P:8]([OH:10])([OH:9])=[O:7])[OH:14], predict the reactants needed to synthesize it. The reactants are: O1P2[O:7][P:8]3[O:10]P(O2)OP1[O:9]3.[C:11]([OH:14])(=O)[CH3:12]. (8) Given the product [O:24]=[C:25]1[O:31][C@H:30]([C@H:32]([CH2:34][OH:35])[OH:33])[C:28]([OH:29])=[C:26]1[OH:27], predict the reactants needed to synthesize it. The reactants are: C(O)[C@H]1O[C@H](O[C@]2(CO)O[C@H](CO)[C@@H](O)[C@@H]2O)[C@H](O)[C@@H](O)[C@@H]1O.[O:24]=[CH:25][C@@H:26]([C@H:28]([C@@H:30]([C@@H:32]([CH2:34][OH:35])[OH:33])[OH:31])[OH:29])[OH:27].